This data is from Reaction yield outcomes from USPTO patents with 853,638 reactions. The task is: Predict the reaction yield, written as a fraction of the theoretical maximum amount of product (1.0 means a 100% yield; for example, 0.34 means a 34% yield). (1) The reactants are Cl.[CH3:2][O:3][C:4](=[O:27])[C@H:5]([CH2:7][C:8]1[CH:13]=[CH:12][C:11]([C:14]2[C:15](=[O:26])[N:16]([CH3:25])[C:17]([CH3:24])=[CH:18][C:19]=2[C:20]([F:23])([F:22])[F:21])=[CH:10][CH:9]=1)[NH2:6].[Cl:28][C:29]1[CH:37]=[CH:36][CH:35]=[C:34]([Cl:38])[C:30]=1[C:31](Cl)=[O:32].CCN(C(C)C)C(C)C. The catalyst is ClCCl. The product is [CH3:2][O:3][C:4](=[O:27])[C@H:5]([CH2:7][C:8]1[CH:9]=[CH:10][C:11]([C:14]2[C:15](=[O:26])[N:16]([CH3:25])[C:17]([CH3:24])=[CH:18][C:19]=2[C:20]([F:21])([F:22])[F:23])=[CH:12][CH:13]=1)[NH:6][C:31]([C:30]1[C:29]([Cl:28])=[CH:37][CH:36]=[CH:35][C:34]=1[Cl:38])=[O:32]. The yield is 0.950. (2) The reactants are [CH:1]([C:3]1[CH:18]=[CH:17][C:6]([O:7][C:8]2[CH:16]=[CH:15][C:11]([C:12]([NH2:14])=[O:13])=[CH:10][N:9]=2)=[C:5]([O:19][CH3:20])[CH:4]=1)=O.[O:21]1[CH2:26][CH2:25][CH:24]([CH2:27][CH2:28][NH2:29])[CH2:23][CH2:22]1. No catalyst specified. The product is [CH3:20][O:19][C:5]1[CH:4]=[C:3]([CH2:1][NH:29][CH2:28][CH2:27][CH:24]2[CH2:25][CH2:26][O:21][CH2:22][CH2:23]2)[CH:18]=[CH:17][C:6]=1[O:7][C:8]1[CH:16]=[CH:15][C:11]([C:12]([NH2:14])=[O:13])=[CH:10][N:9]=1. The yield is 0.770. (3) The reactants are [CH:1]1[N:5]=[CH:4][N:3]([C:6]([N:8]2C=N[CH:10]=[CH:9]2)=[O:7])[CH:2]=1.[CH3:13]CN(C(C)C)C(C)C.N[C@H]1[CH2:39][C@@H:38]2[C@@:26]([CH3:49])([C@@H:27]3[C@@H:35]([CH2:36][CH2:37]2)[C@:34]2([OH:40])[C@@:30]([CH3:48])([C@@H:31]([C:41]4[CH:42]=[CH:43][C:44](=[O:47])[O:45][CH:46]=4)[CH2:32][CH2:33]2)[CH2:29][CH2:28]3)[CH2:25]C1.N1CCNCC1. The catalyst is C(Cl)Cl. The product is [OH:40][C@:34]12[CH2:33][CH2:32][C@H:31]([C:41]3[CH:42]=[CH:43][C:44](=[O:47])[O:45][CH:46]=3)[C@@:30]1([CH3:48])[CH2:29][CH2:28][C@H:27]1[C@H:35]2[CH2:36][CH2:37][C@H:38]2[C@:26]1([CH3:25])[CH2:49][CH2:10][C@@H:9]([NH:8][C:6]([N:3]1[CH2:2][CH2:1][NH:5][CH2:4][CH2:13]1)=[O:7])[CH2:39]2. The yield is 0.350.